From a dataset of Forward reaction prediction with 1.9M reactions from USPTO patents (1976-2016). Predict the product of the given reaction. (1) Given the reactants Br[C:2]1[CH:7]=[CH:6][C:5]([C:8]2[CH2:12][C:11]([C:17]3[CH:22]=[C:21]([Cl:23])[CH:20]=[C:19]([Cl:24])[CH:18]=3)([C:13]([F:16])([F:15])[F:14])[O:10][N:9]=2)=[CH:4][C:3]=1[CH3:25].[N:26]1[CH:31]=[CH:30][CH:29]=[CH:28][C:27]=1[CH2:32][NH2:33].CN([CH:37]=[O:38])C, predict the reaction product. The product is: [Cl:24][C:19]1[CH:18]=[C:17]([C:11]2([C:13]([F:16])([F:15])[F:14])[O:10][N:9]=[C:8]([C:5]3[CH:6]=[CH:7][C:2]([C:37]([NH:33][CH2:32][C:27]4[CH:28]=[CH:29][CH:30]=[CH:31][N:26]=4)=[O:38])=[C:3]([CH3:25])[CH:4]=3)[CH2:12]2)[CH:22]=[C:21]([Cl:23])[CH:20]=1. (2) Given the reactants [C:1]([C:3]1[CH:4]=[C:5]([CH:17]=[CH:18][CH:19]=1)[CH2:6][NH:7][CH2:8][CH2:9][C:10]([O:12][C:13]([CH3:16])([CH3:15])[CH3:14])=[O:11])#[N:2].[C:20](O[C:20]([O:22][C:23]([CH3:26])([CH3:25])[CH3:24])=[O:21])([O:22][C:23]([CH3:26])([CH3:25])[CH3:24])=[O:21], predict the reaction product. The product is: [C:23]([O:22][C:20]([N:7]([CH2:6][C:5]1[CH:17]=[CH:18][CH:19]=[C:3]([C:1]#[N:2])[CH:4]=1)[CH2:8][CH2:9][C:10]([O:12][C:13]([CH3:16])([CH3:14])[CH3:15])=[O:11])=[O:21])([CH3:26])([CH3:25])[CH3:24].